Dataset: Forward reaction prediction with 1.9M reactions from USPTO patents (1976-2016). Task: Predict the product of the given reaction. (1) Given the reactants [NH2:1][C:2]1[CH:29]=[CH:28][C:5]([CH2:6][N:7]2[C:16]3[CH:15]=[CH:14][CH:13]=[CH:12][C:11]=3[C:10]3=[N:17][N:18]([C:21]4[CH:26]=[CH:25][CH:24]=[CH:23][C:22]=4[CH3:27])[C:19](=[O:20])[C:9]3=[CH:8]2)=[CH:4][CH:3]=1.C(=O)(O)[O-].[Na+].[CH3:35][S:36](Cl)(=[O:38])=[O:37].[Cl-].[NH4+], predict the reaction product. The product is: [CH3:27][C:22]1[CH:23]=[CH:24][CH:25]=[CH:26][C:21]=1[N:18]1[C:19](=[O:20])[C:9]2=[CH:8][N:7]([CH2:6][C:5]3[CH:4]=[CH:3][C:2]([NH:1][S:36]([CH3:35])(=[O:38])=[O:37])=[CH:29][CH:28]=3)[C:16]3[CH:15]=[CH:14][CH:13]=[CH:12][C:11]=3[C:10]2=[N:17]1. (2) Given the reactants CN(C)C=O.[F:6][C:7]1[CH:8]=[C:9]([CH:11]=[CH:12][CH:13]=1)[NH2:10].Br[CH:15]1[CH2:20][CH2:19][O:18][C:16]1=[O:17].C(=O)([O-])[O-].[Na+].[Na+], predict the reaction product. The product is: [F:6][C:7]1[CH:8]=[C:9]([NH:10][CH:15]2[CH2:20][CH2:19][O:18][C:16]2=[O:17])[CH:11]=[CH:12][CH:13]=1.